Dataset: Catalyst prediction with 721,799 reactions and 888 catalyst types from USPTO. Task: Predict which catalyst facilitates the given reaction. (1) Reactant: [CH2:1]([O:8][C:9]1[CH:10]=[C:11]2[C:15](=[CH:16][CH:17]=1)[NH:14][CH:13]=[C:12]2[CH2:18][CH:19]([NH2:21])[CH3:20])[C:2]1[CH:7]=[CH:6][CH:5]=[CH:4][CH:3]=1.C=O.[C:24](O)(=O)C. Product: [CH2:1]([O:8][C:9]1[CH:10]=[C:11]2[C:15](=[CH:16][CH:17]=1)[NH:14][C:13]1[CH2:24][NH:21][CH:19]([CH3:20])[CH2:18][C:12]2=1)[C:2]1[CH:3]=[CH:4][CH:5]=[CH:6][CH:7]=1. The catalyst class is: 8. (2) The catalyst class is: 14. Product: [CH3:19][C:6]1[CH:7]=[C:8]([O:12][C:13]2[CH:18]=[N:17][CH:16]=[CH:15][N:14]=2)[CH:9]=[C:10]([CH3:11])[C:5]=1[C:3]1[N:20]=[C:21]([NH2:23])[S:22][CH:2]=1. Reactant: Br[CH2:2][C:3]([C:5]1[C:10]([CH3:11])=[CH:9][C:8]([O:12][C:13]2[CH:18]=[N:17][CH:16]=[CH:15][N:14]=2)=[CH:7][C:6]=1[CH3:19])=O.[NH2:20][C:21]([NH2:23])=[S:22]. (3) The catalyst class is: 5. Reactant: [OH-].[Na+].C([O:11][C:12]1[CH:17]=[CH:16][C:15]([O:18][C:19]2[C:28]3[C:23](=[CH:24][C:25]([O:31][CH3:32])=[C:26]([O:29][CH3:30])[CH:27]=3)[N:22]=[CH:21][N:20]=2)=[CH:14][CH:13]=1)(=O)C1C=CC=CC=1.[Cl-].[NH4+]. Product: [CH3:30][O:29][C:26]1[CH:27]=[C:28]2[C:23](=[CH:24][C:25]=1[O:31][CH3:32])[N:22]=[CH:21][N:20]=[C:19]2[O:18][C:15]1[CH:16]=[CH:17][C:12]([OH:11])=[CH:13][CH:14]=1. (4) Reactant: [Br:1][C:2]1[CH:7]=[CH:6][C:5]([OH:8])=[C:4]([CH2:9][CH3:10])[CH:3]=1.Cl[C:12]([F:17])([F:16])C([O-])=O.[Na+].C([O-])([O-])=O.[Cs+].[Cs+].Cl. Product: [Br:1][C:2]1[CH:7]=[CH:6][C:5]([O:8][CH:12]([F:17])[F:16])=[C:4]([CH2:9][CH3:10])[CH:3]=1. The catalyst class is: 136. (5) Reactant: [F:1][C:2]1[CH:3]=[CH:4][C:5]([SH:11])=[C:6]([CH:10]=1)[C:7]([OH:9])=O.[C:12]([C:14]1[CH:19]=[CH:18][CH:17]=[CH:16][N:15]=1)#[N:13]. Product: [F:1][C:2]1[CH:3]=[CH:4][C:5]2[S:11][C:12]([C:14]3[CH:19]=[CH:18][CH:17]=[CH:16][N:15]=3)=[N:13][C:7](=[O:9])[C:6]=2[CH:10]=1. The catalyst class is: 17. (6) Reactant: C[O:2][C:3]1[CH:11]=[CH:10][CH:9]=[C:8]2[C:4]=1[CH2:5][CH:6]=[C:7]2[C:12]([F:15])([F:14])[F:13].B(Br)(Br)Br. Product: [F:13][C:12]([F:14])([F:15])[C:7]1[C:8]2[CH:9]=[CH:10][CH:11]=[C:3]([OH:2])[C:4]=2[CH2:5][CH:6]=1. The catalyst class is: 2.